Task: Predict the product of the given reaction.. Dataset: Forward reaction prediction with 1.9M reactions from USPTO patents (1976-2016) Given the reactants [CH3:1][N:2]([CH3:28])[CH:3]1[CH2:7][CH2:6][N:5]([C@H:8]2[CH2:11][C@H:10]([O:12][C:13]3[CH:18]=[CH:17][C:16]([C:19]4[S:20][C:21]5[CH2:22][NH:23][CH2:24][CH2:25][C:26]=5[N:27]=4)=[CH:15][CH:14]=3)[CH2:9]2)[CH2:4]1.[C:29](OC(=O)C)(=[O:31])[CH3:30], predict the reaction product. The product is: [C:29]([N:23]1[CH2:24][CH2:25][C:26]2[N:27]=[C:19]([C:16]3[CH:17]=[CH:18][C:13]([O:12][C@H:10]4[CH2:9][C@H:8]([N:5]5[CH2:6][CH2:7][CH:3]([N:2]([CH3:28])[CH3:1])[CH2:4]5)[CH2:11]4)=[CH:14][CH:15]=3)[S:20][C:21]=2[CH2:22]1)(=[O:31])[CH3:30].